Dataset: Reaction yield outcomes from USPTO patents with 853,638 reactions. Task: Predict the reaction yield, written as a fraction of the theoretical maximum amount of product (1.0 means a 100% yield; for example, 0.34 means a 34% yield). No catalyst specified. The yield is 0.501. The reactants are C(OC(=O)[NH:10][C:11]1[CH:16]=[CH:15][C:14]([CH:17]2[C:20](=[O:21])[N:19]([C:22]3[CH:27]=[C:26]([O:28][CH3:29])[C:25]([O:30][CH3:31])=[C:24]([O:32][CH3:33])[CH:23]=3)[CH:18]2[C:34]2[CH:39]=[CH:38][C:37]([O:40][CH3:41])=[C:36]([N+:42]([O-])=O)[CH:35]=2)=[CH:13][CH:12]=1)C1C=CC=CC=1.[K+].[Br-]. The product is [NH2:42][C:36]1[CH:35]=[C:34]([CH:18]2[N:19]([C:22]3[CH:23]=[C:24]([O:32][CH3:33])[C:25]([O:30][CH3:31])=[C:26]([O:28][CH3:29])[CH:27]=3)[C:20](=[O:21])[CH:17]2[C:14]2[CH:13]=[CH:12][C:11]([NH2:10])=[CH:16][CH:15]=2)[CH:39]=[CH:38][C:37]=1[O:40][CH3:41].